From a dataset of Forward reaction prediction with 1.9M reactions from USPTO patents (1976-2016). Predict the product of the given reaction. (1) Given the reactants [CH3:1][C:2]1([C:6]([OH:8])=O)[CH2:5][CH2:4][CH2:3]1.CN(C(ON1N=NC2C=CC=NC1=2)=[N+](C)C)C.F[P-](F)(F)(F)(F)F.[CH3:33][C@@H:34]1[CH2:40][NH:39][CH2:38][C:37]2[CH:41]=[CH:42][C:43]([C:45]([O:47][CH3:48])=[O:46])=[CH:44][C:36]=2[O:35]1.CCN(C(C)C)C(C)C, predict the reaction product. The product is: [CH3:33][C@@H:34]1[CH2:40][N:39]([C:6]([C:2]2([CH3:1])[CH2:3][CH2:4][CH2:5]2)=[O:8])[CH2:38][C:37]2[CH:41]=[CH:42][C:43]([C:45]([O:47][CH3:48])=[O:46])=[CH:44][C:36]=2[O:35]1. (2) The product is: [CH3:1][O:2][C:3]1[CH:4]=[C:5]([NH:11][C:12]2[C:13]3[N:29]=[CH:28][S:27][C:14]=3[N:15]=[C:16]([N:18]3[CH2:23][CH2:22][CH2:21][CH:20]([C:24]([NH:30][C:31]4[CH:32]=[C:33]5[C:37](=[CH:38][CH:39]=4)[NH:36][C:35](=[O:40])[CH2:34]5)=[O:26])[CH2:19]3)[N:17]=2)[CH:6]=[CH:7][C:8]=1[O:9][CH3:10]. Given the reactants [CH3:1][O:2][C:3]1[CH:4]=[C:5]([NH:11][C:12]2[C:13]3[N:29]=[CH:28][S:27][C:14]=3[N:15]=[C:16]([N:18]3[CH2:23][CH2:22][CH2:21][CH:20]([C:24]([OH:26])=O)[CH2:19]3)[N:17]=2)[CH:6]=[CH:7][C:8]=1[O:9][CH3:10].[NH2:30][C:31]1[CH:32]=[C:33]2[C:37](=[CH:38][CH:39]=1)[NH:36][C:35](=[O:40])[CH2:34]2.CN1C=CN=C1.CCN=C=NCCCN(C)C, predict the reaction product. (3) Given the reactants Cl[C:2]1[CH:7]=[N:6][C:5]([C:8]2[O:9][CH:10]=[CH:11][CH:12]=2)=[CH:4][N:3]=1.[CH2:13]([CH2:16]OC)OC.[F-].[Cs+], predict the reaction product. The product is: [O:9]1[CH:10]=[CH:11][CH:12]=[C:8]1[C:5]1[CH:4]=[N:3][C:2]([C:16]2[CH:13]=[CH:4][N:3]=[CH:2][CH:7]=2)=[CH:7][N:6]=1. (4) Given the reactants C([N-]C(C)C)(C)C.[Li+].C(NC(C)C)(C)C.C([Li])CCC.CCCCCC.[Br:27][CH2:28][Br:29].[O:30]1[CH2:35][CH2:34][CH:33]([C:36](OC)=[O:37])[CH2:32][CH2:31]1.Cl, predict the reaction product. The product is: [Br:27][CH:28]([Br:29])[C:36]([CH:33]1[CH2:34][CH2:35][O:30][CH2:31][CH2:32]1)=[O:37]. (5) The product is: [C:1]([C:3]1[C:4]([N:21]2[CH2:26][CH2:25][CH:24]([C:27](=[O:28])[NH:42][S:39]([CH2:38][C:32]3[CH:33]=[CH:34][C:35]([Cl:37])=[CH:36][C:31]=3[Cl:30])(=[O:40])=[O:41])[CH2:23][CH2:22]2)=[N:5][C:6]([CH2:14][N:15]2[CH2:19][CH2:18][CH2:17][C:16]2=[O:20])=[C:7]([CH:8]=1)[C:9]([O:11][CH2:12][CH3:13])=[O:10])#[N:2]. Given the reactants [C:1]([C:3]1[C:4]([N:21]2[CH2:26][CH2:25][CH:24]([C:27](O)=[O:28])[CH2:23][CH2:22]2)=[N:5][C:6]([CH2:14][N:15]2[CH2:19][CH2:18][CH2:17][C:16]2=[O:20])=[C:7]([C:9]([O:11][CH2:12][CH3:13])=[O:10])[CH:8]=1)#[N:2].[Cl:30][C:31]1[CH:36]=[C:35]([Cl:37])[CH:34]=[CH:33][C:32]=1[CH2:38][S:39]([NH2:42])(=[O:41])=[O:40], predict the reaction product. (6) Given the reactants [Br:1][C:2]1[CH:3]=[CH:4][C:5]([Cl:11])=[C:6]([CH:10]=1)[C:7](Cl)=[O:8].[CH2:12]([O:14][C:15]1[CH:20]=[CH:19][CH:18]=[C:17]([F:21])[C:16]=1[F:22])[CH3:13].[Cl-].[Cl-].[Cl-].[Al+3], predict the reaction product. The product is: [Br:1][C:2]1[CH:3]=[CH:4][C:5]([Cl:11])=[C:6]([C:7]([C:18]2[CH:19]=[CH:20][C:15]([O:14][CH2:12][CH3:13])=[C:16]([F:22])[C:17]=2[F:21])=[O:8])[CH:10]=1. (7) Given the reactants [Cl:1][C:2]1[CH:7]=[CH:6][C:5]([C:8]2[S:9][CH:10]=[C:11]([CH2:13][S:14][C:15]3[C:20]([C:21]#[N:22])=[C:19]([C:23]4[CH:28]=[CH:27][C:26]([O:29][CH2:30][CH2:31][OH:32])=[CH:25][CH:24]=4)[C:18]([C:33]#[N:34])=[CH:17][N:16]=3)[N:12]=2)=[CH:4][CH:3]=1.[CH2:35]([NH:37][CH2:38][CH3:39])[CH3:36].O, predict the reaction product. The product is: [Cl:1][C:2]1[CH:3]=[CH:4][C:5]([C:8]2[S:9][CH:10]=[C:11]([CH2:13][S:14][C:15]3[C:20]([C:21]#[N:22])=[C:19]([C:23]4[CH:28]=[CH:27][C:26]([O:29][CH2:30][CH2:31][OH:32])=[CH:25][CH:24]=4)[C:18]([C:33]#[N:34])=[C:17]([N:37]([CH2:38][CH3:39])[CH2:35][CH3:36])[N:16]=3)[N:12]=2)=[CH:6][CH:7]=1. (8) Given the reactants Cl[C:2]1[C:7]([C:8]([OH:10])=[O:9])=[CH:6][N:5]=[C:4]([Cl:11])[C:3]=1[Cl:12].[N-:13]=[N+:14]=[N-:15].[Na+].I[CH2:18][CH3:19].C(=O)([O-])[O-].[K+].[K+], predict the reaction product. The product is: [N:13]([C:2]1[C:7]([C:8]([O:10][CH2:18][CH3:19])=[O:9])=[CH:6][N:5]=[C:4]([Cl:11])[C:3]=1[Cl:12])=[N+:14]=[N-:15]. (9) Given the reactants [Al+3].[Cl-].[Cl-].[Cl-].[H-].[H-].[H-].[H-].[Li+].[Al+3].[Br:11][C:12]1[CH:17]=[CH:16][C:15]([OH:18])=[C:14]([CH:19](O)[C:20]2[CH:25]=[CH:24][CH:23]=[CH:22][CH:21]=2)[CH:13]=1.Cl, predict the reaction product. The product is: [CH2:19]([C:14]1[CH:13]=[C:12]([Br:11])[CH:17]=[CH:16][C:15]=1[OH:18])[C:20]1[CH:21]=[CH:22][CH:23]=[CH:24][CH:25]=1.